From a dataset of Reaction yield outcomes from USPTO patents with 853,638 reactions. Predict the reaction yield, written as a fraction of the theoretical maximum amount of product (1.0 means a 100% yield; for example, 0.34 means a 34% yield). (1) The reactants are [CH3:1][O:2][C:3]1[CH:8]=[CH:7][C:6]([C:9]2[CH:17]=[CH:16][CH:15]=[C:14]3[C:10]=2[C:11]([CH:18]=O)=[CH:12][NH:13]3)=[CH:5][CH:4]=1.[OH:20][C:21]1[C:26]2[C:27](=[O:30])[CH2:28][O:29][C:25]=2[CH:24]=[C:23]([OH:31])[CH:22]=1. The catalyst is Cl.C(O)C. The product is [OH:20][C:21]1[C:26]2[C:27](=[O:30])/[C:28](=[CH:18]/[C:11]3[C:10]4[C:14](=[CH:15][CH:16]=[CH:17][C:9]=4[C:6]4[CH:5]=[CH:4][C:3]([O:2][CH3:1])=[CH:8][CH:7]=4)[NH:13][CH:12]=3)/[O:29][C:25]=2[CH:24]=[C:23]([OH:31])[CH:22]=1. The yield is 0.282. (2) The reactants are [CH:1]1[C:13]2[CH:12]([CH2:14][O:15][C:16](ON3C(=O)CCC3=O)=[O:17])[C:11]3[C:6](=[CH:7][CH:8]=[CH:9][CH:10]=3)[C:5]=2[CH:4]=[CH:3][CH:2]=1.[NH2:26][CH2:27][C@H:28]1[CH2:33][CH2:32][C@H:31]([C:34]([OH:36])=[O:35])[CH2:30][CH2:29]1.Cl. The catalyst is O1CCOCC1.C([O-])([O-])=O.[Na+].[Na+]. The product is [CH:1]1[C:13]2[CH:12]([CH2:14][O:15][C:16]([NH:26][CH2:27][C@H:28]3[CH2:29][CH2:30][C@H:31]([C:34]([OH:36])=[O:35])[CH2:32][CH2:33]3)=[O:17])[C:11]3[C:6](=[CH:7][CH:8]=[CH:9][CH:10]=3)[C:5]=2[CH:4]=[CH:3][CH:2]=1. The yield is 0.330. (3) The reactants are [CH3:1][N:2]([CH3:20])[C:3](=[O:19])[CH2:4][N:5]([CH3:18])[C:6]1[C:14]2[C:9](=[CH:10][CH:11]=[C:12]([N+:15]([O-])=O)[CH:13]=2)[NH:8][N:7]=1.[NH4+].[Cl-].C(=O)(O)[O-].[Na+]. The catalyst is CO.[Fe]. The product is [CH3:1][N:2]([CH3:20])[C:3](=[O:19])[CH2:4][N:5]([CH3:18])[C:6]1[C:14]2[C:9](=[CH:10][CH:11]=[C:12]([NH2:15])[CH:13]=2)[NH:8][N:7]=1. The yield is 0.185.